This data is from Full USPTO retrosynthesis dataset with 1.9M reactions from patents (1976-2016). The task is: Predict the reactants needed to synthesize the given product. (1) Given the product [CH2:1]([O:3][C:4](=[O:16])[C:5]1[CH:10]=[C:9]([C:18]#[N:19])[C:8]([Cl:12])=[CH:7][C:6]=1[O:13][CH2:14][CH3:15])[CH3:2], predict the reactants needed to synthesize it. The reactants are: [CH2:1]([O:3][C:4](=[O:16])[C:5]1[CH:10]=[C:9](Br)[C:8]([Cl:12])=[CH:7][C:6]=1[O:13][CH2:14][CH3:15])[CH3:2].[Cu][C:18]#[N:19]. (2) The reactants are: [S:1]1[CH:5]=[CH:4][C:3]([CH2:6][C:7]([OH:9])=[O:8])=[CH:2]1.[CH3:10]O. Given the product [S:1]1[CH:5]=[CH:4][C:3]([CH2:6][C:7]([O:9][CH3:10])=[O:8])=[CH:2]1, predict the reactants needed to synthesize it. (3) The reactants are: [Cl:1][C:2]1[CH:3]=[N:4][CH:5]=[C:6]([Cl:26])[C:7]=1[NH:8][C:9]1[NH:10][C:11]2[C:17]3[CH2:18][C:19]([CH3:22])([CH3:21])[O:20][C:16]=3[C:15]([C:23](O)=[O:24])=[CH:14][C:12]=2[N:13]=1.F[B-](F)(F)F.N1(OC(N(C)C)=[N+](C)C)[C:36]2[CH:37]=[CH:38][CH:39]=[CH:40][C:35]=2N=N1.CN1CCO[CH2:52][CH2:51]1.C[N:57]([CH:59]=O)C.[CH2:61]1COCC1. Given the product [Cl:26][C:6]1[CH:5]=[N:4][CH:3]=[C:2]([Cl:1])[C:7]=1[NH:8][C:9]1[NH:10][C:11]2[C:17]3[CH2:18][C:19]([CH3:22])([CH3:21])[O:20][C:16]=3[C:15]([C:23]([NH:57][CH:59]3[CH:40]([CH3:35])[CH2:39][CH:38]4[CH2:52][CH:51]3[C:37]4([CH3:36])[CH3:61])=[O:24])=[CH:14][C:12]=2[N:13]=1, predict the reactants needed to synthesize it. (4) The reactants are: [CH3:1][O:2][C:3]1[CH:4]=[C:5]([OH:9])[CH:6]=[CH:7][CH:8]=1.S(=O)(=O)(O)O.[CH3:15][C:16]([CH3:22])=[CH:17][C:18](OC)=[O:19]. Given the product [CH3:1][O:2][C:3]1[CH:4]=[C:5]2[C:6]([C:16]([CH3:22])([CH3:15])[CH2:17][C:18](=[O:19])[O:9]2)=[CH:7][CH:8]=1, predict the reactants needed to synthesize it. (5) Given the product [CH:24]1([CH2:23][O:22][C:6]2[CH:7]=[CH:8][C:9]3[C:10]([CH2:14][CH2:15][CH:16]4[CH2:21][CH2:20][N:19]([CH2:32][C:31]5[CH:34]=[CH:35][C:28]([OH:27])=[CH:29][CH:30]=5)[CH2:18][CH2:17]4)=[N:11][O:12][C:13]=3[C:5]=2[CH2:4][N:2]([CH3:3])[CH3:1])[CH2:25][CH2:26]1, predict the reactants needed to synthesize it. The reactants are: [CH3:1][N:2]([CH2:4][C:5]1[C:13]2[O:12][N:11]=[C:10]([CH2:14][CH2:15][CH:16]3[CH2:21][CH2:20][NH:19][CH2:18][CH2:17]3)[C:9]=2[CH:8]=[CH:7][C:6]=1[O:22][CH2:23][CH:24]1[CH2:26][CH2:25]1)[CH3:3].[OH:27][C:28]1[CH:35]=[CH:34][C:31]([CH:32]=O)=[CH:30][CH:29]=1.C(O[BH-](OC(=O)C)OC(=O)C)(=O)C.[Na+].[OH-].[Na+].